From a dataset of Merck oncology drug combination screen with 23,052 pairs across 39 cell lines. Regression. Given two drug SMILES strings and cell line genomic features, predict the synergy score measuring deviation from expected non-interaction effect. (1) Drug 1: CN1C(=O)C=CC2(C)C3CCC4(C)C(NC(=O)OCC(F)(F)F)CCC4C3CCC12. Drug 2: COC1CC2CCC(C)C(O)(O2)C(=O)C(=O)N2CCCCC2C(=O)OC(C(C)CC2CCC(OP(C)(C)=O)C(OC)C2)CC(=O)C(C)C=C(C)C(O)C(OC)C(=O)C(C)CC(C)C=CC=CC=C1C. Cell line: NCIH2122. Synergy scores: synergy=0.687. (2) Drug 1: O=C(NOCC(O)CO)c1ccc(F)c(F)c1Nc1ccc(I)cc1F. Drug 2: COC1=C2CC(C)CC(OC)C(O)C(C)C=C(C)C(OC(N)=O)C(OC)C=CC=C(C)C(=O)NC(=CC1=O)C2=O. Cell line: ZR751. Synergy scores: synergy=-12.0. (3) Drug 1: CS(=O)(=O)CCNCc1ccc(-c2ccc3ncnc(Nc4ccc(OCc5cccc(F)c5)c(Cl)c4)c3c2)o1. Drug 2: NC1CCCCC1N.O=C(O)C(=O)O.[Pt+2]. Cell line: OVCAR3. Synergy scores: synergy=14.9.